Dataset: Merck oncology drug combination screen with 23,052 pairs across 39 cell lines. Task: Regression. Given two drug SMILES strings and cell line genomic features, predict the synergy score measuring deviation from expected non-interaction effect. (1) Drug 1: O=P1(N(CCCl)CCCl)NCCCO1. Drug 2: CCc1cnn2c(NCc3ccc[n+]([O-])c3)cc(N3CCCCC3CCO)nc12. Cell line: KPL1. Synergy scores: synergy=-12.3. (2) Drug 1: CN(C)C(=N)N=C(N)N. Drug 2: N#Cc1ccc(Cn2cncc2CN2CCN(c3cccc(Cl)c3)C(=O)C2)cc1. Cell line: RKO. Synergy scores: synergy=-6.40. (3) Drug 1: CCC1(O)CC2CN(CCc3c([nH]c4ccccc34)C(C(=O)OC)(c3cc4c(cc3OC)N(C)C3C(O)(C(=O)OC)C(OC(C)=O)C5(CC)C=CCN6CCC43C65)C2)C1. Drug 2: Cc1nc(Nc2ncc(C(=O)Nc3c(C)cccc3Cl)s2)cc(N2CCN(CCO)CC2)n1. Cell line: VCAP. Synergy scores: synergy=10.7. (4) Drug 1: N#Cc1ccc(Cn2cncc2CN2CCN(c3cccc(Cl)c3)C(=O)C2)cc1. Drug 2: Cn1c(=O)n(-c2ccc(C(C)(C)C#N)cc2)c2c3cc(-c4cnc5ccccc5c4)ccc3ncc21. Cell line: NCIH460. Synergy scores: synergy=38.5. (5) Drug 1: O=c1[nH]cc(F)c(=O)[nH]1. Drug 2: O=C(NOCC(O)CO)c1ccc(F)c(F)c1Nc1ccc(I)cc1F. Cell line: SKMES1. Synergy scores: synergy=-5.42.